Dataset: Reaction yield outcomes from USPTO patents with 853,638 reactions. Task: Predict the reaction yield, written as a fraction of the theoretical maximum amount of product (1.0 means a 100% yield; for example, 0.34 means a 34% yield). (1) The reactants are [CH3:1][O:2][C:3]([NH:5][C@@H:6]([CH:28]([CH3:30])[CH3:29])[C:7]([N:9]1[C@H:17]([C:18]([O:20]CC2C=CC=CC=2)=[O:19])[CH2:16][C:11]2([O:15][CH2:14][CH2:13][O:12]2)[CH2:10]1)=[O:8])=[O:4]. The catalyst is C(O)C.[Pd]. The product is [CH3:1][O:2][C:3]([NH:5][C@@H:6]([CH:28]([CH3:30])[CH3:29])[C:7]([N:9]1[C@H:17]([C:18]([OH:20])=[O:19])[CH2:16][C:11]2([O:15][CH2:14][CH2:13][O:12]2)[CH2:10]1)=[O:8])=[O:4]. The yield is 0.980. (2) The reactants are C(OC(=O)[NH:7][C:8]1[CH:13]=[C:12]([O:14][CH3:15])[CH:11]=[C:10]([CH3:16])[C:9]=1[Br:17])(C)(C)C.FC(F)(F)C(O)=O. The catalyst is C(Cl)Cl. The product is [Br:17][C:9]1[C:10]([CH3:16])=[CH:11][C:12]([O:14][CH3:15])=[CH:13][C:8]=1[NH2:7]. The yield is 0.650. (3) The reactants are C([N:8]1[C:12]([N:13]2[C:17]3=[N:18][CH:19]=[CH:20][CH:21]=[C:16]3[CH:15]=[CH:14]2)=[C:11]([CH:22]=[O:23])[C:10]([CH3:24])=[N:9]1)C1C=CC=CC=1.FC(F)(F)C(O)=O. No catalyst specified. The product is [CH3:24][C:10]1[C:11]([CH:22]=[O:23])=[C:12]([N:13]2[C:17]3=[N:18][CH:19]=[CH:20][CH:21]=[C:16]3[CH:15]=[CH:14]2)[NH:8][N:9]=1. The yield is 0.530. (4) The yield is 0.930. The product is [C:1]([Si:5]([CH3:20])([CH3:21])[O:6][CH2:7][C:8]([C:10]1[CH:11]=[CH:12][C:13]([NH2:16])=[CH:14][CH:15]=1)([CH3:19])[CH3:9])([CH3:4])([CH3:2])[CH3:3]. The catalyst is CCOC(C)=O.[Pd]. The reactants are [C:1]([Si:5]([CH3:21])([CH3:20])[O:6][CH2:7][C:8]([CH3:19])([C:10]1[CH:15]=[CH:14][C:13]([N+:16]([O-])=O)=[CH:12][CH:11]=1)[CH3:9])([CH3:4])([CH3:3])[CH3:2].